This data is from Reaction yield outcomes from USPTO patents with 853,638 reactions. The task is: Predict the reaction yield, written as a fraction of the theoretical maximum amount of product (1.0 means a 100% yield; for example, 0.34 means a 34% yield). (1) The reactants are [Cl:1][C:2]1[CH:7]=[C:6](Cl)[N:5]2[N:9]=[C:10]([C:12]3[CH:17]=[CH:16][C:15]([O:18][CH3:19])=[CH:14][CH:13]=3)[CH:11]=[C:4]2[N:3]=1.[NH:20]1[CH2:25][CH2:24][O:23][CH2:22][CH2:21]1. The catalyst is O1CCOCC1. The product is [Cl:1][C:2]1[CH:7]=[C:6]([N:20]2[CH2:25][CH2:24][O:23][CH2:22][CH2:21]2)[N:5]2[N:9]=[C:10]([C:12]3[CH:17]=[CH:16][C:15]([O:18][CH3:19])=[CH:14][CH:13]=3)[CH:11]=[C:4]2[N:3]=1. The yield is 0.990. (2) The reactants are [CH3:1][O:2][C:3]1[CH:4]=[C:5]([NH:14][C:15]([CH:17]2[CH2:22][CH2:21][CH2:20][CH2:19][NH:18]2)=[O:16])[CH:6]=[CH:7][C:8]=1[C:9]1[O:13][CH:12]=[N:11][CH:10]=1.C(N(CC)CC)C.I[CH:31]([CH3:33])[CH3:32]. The catalyst is ClC(Cl)C. The product is [CH:31]([N:18]1[CH2:19][CH2:20][CH2:21][CH2:22][CH:17]1[C:15]([NH:14][C:5]1[CH:6]=[CH:7][C:8]([C:9]2[O:13][CH:12]=[N:11][CH:10]=2)=[C:3]([O:2][CH3:1])[CH:4]=1)=[O:16])([CH3:33])[CH3:32]. The yield is 0.530. (3) The reactants are [CH3:1][O:2][C:3]1[CH:8]=[CH:7][C:6]([C:9]2[S:13][C:12]([C:14]([NH:16][C:17]3([C:25]([O:27]C)=[O:26])[CH2:24][CH2:23][CH2:22][CH2:21][CH2:20][CH2:19][CH2:18]3)=[O:15])=[C:11]([NH:29][C:30]([NH:32][C:33]3[C:38]([CH3:39])=[CH:37][C:36]([CH3:40])=[CH:35][C:34]=3[CH3:41])=[O:31])[CH:10]=2)=[CH:5][CH:4]=1.[OH-].[Li+]. The catalyst is O1CCOCC1. The product is [CH3:1][O:2][C:3]1[CH:8]=[CH:7][C:6]([C:9]2[S:13][C:12]([C:14]([NH:16][C:17]3([C:25]([OH:27])=[O:26])[CH2:18][CH2:19][CH2:20][CH2:21][CH2:22][CH2:23][CH2:24]3)=[O:15])=[C:11]([NH:29][C:30]([NH:32][C:33]3[C:38]([CH3:39])=[CH:37][C:36]([CH3:40])=[CH:35][C:34]=3[CH3:41])=[O:31])[CH:10]=2)=[CH:5][CH:4]=1. The yield is 0.920. (4) The reactants are [OH:1][C:2]1[CH:7]=[CH:6][C:5]([S:8][C:9]2[CH:14]=[CH:13][C:12]([OH:15])=[CH:11][C:10]=2[N+:16]([O-])=O)=[CH:4][CH:3]=1.[Cl-].[NH4+]. The catalyst is CCO.[Fe]. The product is [NH2:16][C:10]1[CH:11]=[C:12]([OH:15])[CH:13]=[CH:14][C:9]=1[S:8][C:5]1[CH:6]=[CH:7][C:2]([OH:1])=[CH:3][CH:4]=1. The yield is 0.970. (5) The reactants are [F:1][C:2]1[CH:3]=[C:4]([CH:28]=[C:29]([F:31])[CH:30]=1)[O:5][C:6]1[CH:11]=[CH:10][C:9]([C:12]2[C:20]3[C:15](=[N:16][CH:17]=[N:18][C:19]=3[NH2:21])[N:14]([C@@H:22]3[CH2:27][CH2:26][CH2:25][NH:24][CH2:23]3)[N:13]=2)=[CH:8][CH:7]=1.[C:32]([CH2:34][C:35](O)=[O:36])#[N:33].N1(C(N2C=CN=C2)=O)C=CN=C1. The catalyst is ClCCl. The product is [NH2:21][C:19]1[N:18]=[CH:17][N:16]=[C:15]2[N:14]([C@@H:22]3[CH2:27][CH2:26][CH2:25][N:24]([C:35](=[O:36])[CH2:34][C:32]#[N:33])[CH2:23]3)[N:13]=[C:12]([C:9]3[CH:10]=[CH:11][C:6]([O:5][C:4]4[CH:28]=[C:29]([F:31])[CH:30]=[C:2]([F:1])[CH:3]=4)=[CH:7][CH:8]=3)[C:20]=12. The yield is 0.620.